From a dataset of NCI-60 drug combinations with 297,098 pairs across 59 cell lines. Regression. Given two drug SMILES strings and cell line genomic features, predict the synergy score measuring deviation from expected non-interaction effect. (1) Drug 1: CNC(=O)C1=CC=CC=C1SC2=CC3=C(C=C2)C(=NN3)C=CC4=CC=CC=N4. Drug 2: C1=CC=C(C(=C1)C(C2=CC=C(C=C2)Cl)C(Cl)Cl)Cl. Cell line: U251. Synergy scores: CSS=16.5, Synergy_ZIP=0.770, Synergy_Bliss=1.77, Synergy_Loewe=-24.5, Synergy_HSA=2.65. (2) Drug 1: CCN(CC)CCNC(=O)C1=C(NC(=C1C)C=C2C3=C(C=CC(=C3)F)NC2=O)C. Drug 2: C1=CC=C(C(=C1)C(C2=CC=C(C=C2)Cl)C(Cl)Cl)Cl. Cell line: U251. Synergy scores: CSS=6.46, Synergy_ZIP=4.48, Synergy_Bliss=9.94, Synergy_Loewe=8.56, Synergy_HSA=5.94. (3) Drug 1: C1=NC2=C(N1)C(=S)N=C(N2)N. Synergy scores: CSS=12.6, Synergy_ZIP=-7.84, Synergy_Bliss=-4.27, Synergy_Loewe=-2.87, Synergy_HSA=-1.98. Drug 2: CC1CCC2CC(C(=CC=CC=CC(CC(C(=O)C(C(C(=CC(C(=O)CC(OC(=O)C3CCCCN3C(=O)C(=O)C1(O2)O)C(C)CC4CCC(C(C4)OC)O)C)C)O)OC)C)C)C)OC. Cell line: SNB-75. (4) Synergy scores: CSS=-2.51, Synergy_ZIP=3.79, Synergy_Bliss=-0.477, Synergy_Loewe=-0.00394, Synergy_HSA=-2.18. Drug 2: CC1=C(C(=CC=C1)Cl)NC(=O)C2=CN=C(S2)NC3=CC(=NC(=N3)C)N4CCN(CC4)CCO. Drug 1: CS(=O)(=O)CCNCC1=CC=C(O1)C2=CC3=C(C=C2)N=CN=C3NC4=CC(=C(C=C4)OCC5=CC(=CC=C5)F)Cl. Cell line: SW-620.